This data is from Reaction yield outcomes from USPTO patents with 853,638 reactions. The task is: Predict the reaction yield, written as a fraction of the theoretical maximum amount of product (1.0 means a 100% yield; for example, 0.34 means a 34% yield). The reactants are [CH2:1]([NH:8][C:9]1[N:14]2[N:15]=[CH:16][C:17]([C:18](O)=[O:19])=[C:13]2[N:12]=[CH:11][C:10]=1[C:21]([N:23]1[CH2:28][CH2:27][CH:26]([C:29]2[CH:34]=[CH:33][CH:32]=[CH:31][CH:30]=2)[CH:25]([CH3:35])[CH2:24]1)=[O:22])[C:2]1[CH:7]=[CH:6][CH:5]=[CH:4][CH:3]=1.[CH3:36][S:37]([NH2:40])(=[O:39])=[O:38]. No catalyst specified. The product is [CH2:1]([NH:8][C:9]1[N:14]2[N:15]=[CH:16][C:17]([C:18]([NH:40][S:37]([CH3:36])(=[O:39])=[O:38])=[O:19])=[C:13]2[N:12]=[CH:11][C:10]=1[C:21]([N:23]1[CH2:28][CH2:27][CH:26]([C:29]2[CH:34]=[CH:33][CH:32]=[CH:31][CH:30]=2)[CH:25]([CH3:35])[CH2:24]1)=[O:22])[C:2]1[CH:3]=[CH:4][CH:5]=[CH:6][CH:7]=1. The yield is 0.170.